Binary Classification. Given a drug SMILES string, predict its activity (active/inactive) in a high-throughput screening assay against a specified biological target. From a dataset of Tyrosyl-DNA phosphodiesterase HTS with 341,365 compounds. (1) The drug is n1(nc(nn1)c1cc2c(nc1)cccc2)c1ccc(cc1)C. The result is 0 (inactive). (2) The drug is FC(F)(F)c1cc(C(=O)C2CCCN(C2)Cc2c(O)cccc2)ccc1. The result is 0 (inactive). (3) The molecule is S=C(NC(C)C)N\N=C\c1cc2OCCOc2cc1. The result is 0 (inactive). (4) The compound is S(=O)(=O)(Nc1ccccc1)c1c(ccc(c1)C(=O)NCCSc1ccccc1)C. The result is 0 (inactive).